Dataset: Forward reaction prediction with 1.9M reactions from USPTO patents (1976-2016). Task: Predict the product of the given reaction. (1) Given the reactants [H-].[Na+].[CH3:3][S:4][C:5]1[CH:10]=[CH:9][C:8]([CH:11]([C:13]2[C:22]3[C:17](=[CH:18][CH:19]=[CH:20][CH:21]=3)[CH:16]=[CH:15][CH:14]=2)[OH:12])=[CH:7][CH:6]=1.Cl.Cl[CH2:25][CH2:26][N:27]1[CH2:32][CH2:31][CH2:30][CH2:29][CH2:28]1.C(O)C, predict the reaction product. The product is: [N:27]1([CH2:26][CH2:25][O:12][CH:11]([C:8]2[CH:9]=[CH:10][C:5]([S:4][CH3:3])=[CH:6][CH:7]=2)[C:13]2[C:22]3[C:17](=[CH:18][CH:19]=[CH:20][CH:21]=3)[CH:16]=[CH:15][CH:14]=2)[CH2:32][CH2:31][CH2:30][CH2:29][CH2:28]1. (2) Given the reactants [N:1]([C:4]1[CH:9]=[CH:8][C:7]([CH3:10])=[C:6]([CH3:11])[CH:5]=1)=[C:2]=[O:3].[NH2:12][C:13]1[CH:18]=[CH:17][C:16]([C:19]2[O:23][C:22]([C:24]([NH:26][CH:27]([CH:32]([CH3:34])[CH3:33])[C:28]([O:30][CH3:31])=[O:29])=[O:25])=[N:21][CH:20]=2)=[CH:15][CH:14]=1, predict the reaction product. The product is: [CH3:11][C:6]1[CH:5]=[C:4]([NH:1][C:2](=[O:3])[NH:12][C:13]2[CH:18]=[CH:17][C:16]([C:19]3[O:23][C:22]([C:24]([NH:26][CH:27]([CH:32]([CH3:34])[CH3:33])[C:28]([O:30][CH3:31])=[O:29])=[O:25])=[N:21][CH:20]=3)=[CH:15][CH:14]=2)[CH:9]=[CH:8][C:7]=1[CH3:10]. (3) Given the reactants [NH:1]1[CH:5]=[CH:4][C:3]([C:6]([O:8][C:9]([CH3:12])([CH3:11])[CH3:10])=[O:7])=[CH:2]1.Br[CH2:14][CH2:15][N:16]1[C:20](=[O:21])[C:19]2=[CH:22][CH:23]=[CH:24][CH:25]=[C:18]2[C:17]1=[O:26].C(=O)([O-])[O-].[Cs+].[Cs+], predict the reaction product. The product is: [O:26]=[C:17]1[C:18]2[C:19](=[CH:22][CH:23]=[CH:24][CH:25]=2)[C:20](=[O:21])[N:16]1[CH2:15][CH2:14][N:1]1[CH:5]=[CH:4][C:3]([C:6]([O:8][C:9]([CH3:12])([CH3:11])[CH3:10])=[O:7])=[CH:2]1. (4) Given the reactants Cl[C:2]1[N:7]([CH3:8])[C:6](=[O:9])[CH:5]=[C:4]([C:10]2[CH:15]=[CH:14][N:13]=[CH:12][N:11]=2)[N:3]=1.[F:16][C:17]1[CH:22]=[CH:21][C:20]([CH:23]2[CH2:28][NH:27][CH2:26][CH2:25][NH:24]2)=[C:19]([O:29][CH3:30])[CH:18]=1.C(N(CC)CC)C, predict the reaction product. The product is: [F:16][C:17]1[CH:22]=[CH:21][C:20]([CH:23]2[CH2:28][N:27]([C:2]3[N:7]([CH3:8])[C:6](=[O:9])[CH:5]=[C:4]([C:10]4[CH:15]=[CH:14][N:13]=[CH:12][N:11]=4)[N:3]=3)[CH2:26][CH2:25][NH:24]2)=[C:19]([O:29][CH3:30])[CH:18]=1. (5) Given the reactants [CH3:1][O:2][C:3]([C:5]1[S:6][C:7]([C:22]2[CH2:27][CH2:26][C:25]([CH3:29])([CH3:28])[CH2:24][CH:23]=2)=[CH:8][C:9]=1[NH:10][CH:11]1[CH2:16][CH2:15][CH:14]([N:17]2[CH:21]=[N:20][CH:19]=[N:18]2)[CH2:13][CH2:12]1)=[O:4].[CH3:30][C@H:31]1[CH2:36][CH2:35][C@H:34]([C:37](Cl)=[O:38])[CH2:33][CH2:32]1, predict the reaction product. The product is: [CH3:1][O:2][C:3]([C:5]1[S:6][C:7]([C:22]2[CH2:27][CH2:26][C:25]([CH3:29])([CH3:28])[CH2:24][CH:23]=2)=[CH:8][C:9]=1[N:10]([C:37]([C@H:34]1[CH2:35][CH2:36][C@H:31]([CH3:30])[CH2:32][CH2:33]1)=[O:38])[CH:11]1[CH2:16][CH2:15][CH:14]([N:17]2[CH:21]=[N:20][CH:19]=[N:18]2)[CH2:13][CH2:12]1)=[O:4].